Dataset: Forward reaction prediction with 1.9M reactions from USPTO patents (1976-2016). Task: Predict the product of the given reaction. Given the reactants [Cl:1][C:2]([Cl:7])([Cl:6])[C:3](=[NH:5])[O-:4].[C:8]([O:11][CH2:12][C@H:13]1[O:19][CH:17](O)[C@H:16]([N:20]=[N+:21]=[N-:22])[C@@H:15]([O:23][CH2:24][C:25]2[CH:30]=[CH:29][CH:28]=[CH:27][CH:26]=2)[C@@H:14]1[O:31][CH2:32][C:33]1[CH:38]=[CH:37][CH:36]=[CH:35][CH:34]=1)(=[O:10])[CH3:9], predict the reaction product. The product is: [Cl:1][C:2]([Cl:7])([Cl:6])[C:3]([O:4][CH:17]1[O:19][C@H:13]([CH2:12][O:11][C:8](=[O:10])[CH3:9])[C@@H:14]([O:31][CH2:32][C:33]2[CH:38]=[CH:37][CH:36]=[CH:35][CH:34]=2)[C@H:15]([O:23][CH2:24][C:25]2[CH:26]=[CH:27][CH:28]=[CH:29][CH:30]=2)[C@H:16]1[N:20]=[N+:21]=[N-:22])=[NH:5].